From a dataset of Forward reaction prediction with 1.9M reactions from USPTO patents (1976-2016). Predict the product of the given reaction. (1) Given the reactants [I:1][C:2]1[CH:3]=[C:4]([NH:9][C:10](=[O:23])[C:11]2[CH:16]=[CH:15][C:14]([N:17]3[CH2:22][CH2:21][NH:20][CH2:19][CH2:18]3)=[N:13][CH:12]=2)[CH:5]=[CH:6][C:7]=1[CH3:8].[O:24]=[C:25]1[NH:29][C:28](=[O:30])[CH:27]([CH2:31][C:32](O)=[O:33])[S:26]1.COC(C1CCC(C(N2CCN(C3C=CC(C(=O)NC4C=CC=C(C(C)(C)C)C=4)=CN=3)CC2)=O)CC1)=O, predict the reaction product. The product is: [O:24]=[C:25]1[NH:29][C:28](=[O:30])[CH:27]([CH2:31][C:32]([N:20]2[CH2:19][CH2:18][N:17]([C:14]3[CH:15]=[CH:16][C:11]([C:10]([NH:9][C:4]4[CH:5]=[CH:6][C:7]([CH3:8])=[C:2]([I:1])[CH:3]=4)=[O:23])=[CH:12][N:13]=3)[CH2:22][CH2:21]2)=[O:33])[S:26]1. (2) Given the reactants C1CCN2C(=NCCC2)CC1.[CH3:12][O:13][C:14]1[CH:15]=[C:16]2[C:20](=[CH:21][CH:22]=1)[C:19](=[O:23])[CH2:18][CH:17]2Br, predict the reaction product. The product is: [CH3:12][O:13][C:14]1[CH:15]=[C:16]2[C:20](=[CH:21][CH:22]=1)[C:19](=[O:23])[CH:18]=[CH:17]2. (3) Given the reactants [CH3:1][N:2]1[CH2:7][CH2:6][NH:5][CH2:4][CH:3]1[C:8]1[CH:16]=[C:15]2[C:11]([CH:12]=[CH:13][N:14]2[Si](C(C)C)(C(C)C)C(C)C)=[CH:10][CH:9]=1.CCCC[N+](CCCC)(CCCC)CCCC.[F-], predict the reaction product. The product is: [CH3:1][N:2]1[CH2:7][CH2:6][NH:5][CH2:4][CH:3]1[C:8]1[CH:16]=[C:15]2[C:11]([CH:12]=[CH:13][NH:14]2)=[CH:10][CH:9]=1. (4) Given the reactants C1(P(C2CCCCC2)C2CCCCC2)CCCCC1.[CH3:35][C:30]1([CH3:36])[C:31]([CH3:34])([CH3:33])[O:32][B:28]([B:28]2[O:32][C:31]([CH3:34])([CH3:33])[C:30]([CH3:36])([CH3:35])[O:29]2)[O:29]1.CC([O-])=O.[K+].Cl[C:44]1[CH:45]=[C:46]([NH2:54])[CH:47]=[CH:48][C:49]=1[C:50]([F:53])([F:52])[F:51], predict the reaction product. The product is: [CH3:34][C:31]1([CH3:33])[C:30]([CH3:35])([CH3:36])[O:29][B:28]([C:44]2[CH:45]=[C:46]([NH2:54])[CH:47]=[CH:48][C:49]=2[C:50]([F:52])([F:53])[F:51])[O:32]1. (5) Given the reactants [OH:1][C:2]1[CH:9]=[CH:8][C:5]([CH:6]=[O:7])=[CH:4][CH:3]=1.Br[CH2:11][CH2:12][CH2:13][CH2:14][CH2:15][CH2:16][CH2:17][CH2:18][CH3:19], predict the reaction product. The product is: [CH2:11]([O:1][C:2]1[CH:9]=[CH:8][C:5]([CH:6]=[O:7])=[CH:4][CH:3]=1)[CH2:12][CH2:13][CH2:14][CH2:15][CH2:16][CH2:17][CH2:18][CH3:19]. (6) The product is: [CH3:1][C:2]1[C:10]2[C:9](=[O:11])[N:8]([CH2:12][CH2:13][C:14]3[CH:19]=[CH:18][CH:17]=[CH:16][CH:15]=3)[C:7](=[O:20])[N:6]([CH2:22][C:23]3[CH:28]=[CH:27][C:26]([C:29]4[CH:34]=[CH:33][CH:32]=[CH:31][C:30]=4[C:35]4[NH:39][C:38](=[O:45])[O:37][N:36]=4)=[CH:25][CH:24]=3)[C:5]=2[S:4][CH:3]=1. Given the reactants [CH3:1][C:2]1[C:10]2[C:9](=[O:11])[N:8]([CH2:12][CH2:13][C:14]3[CH:19]=[CH:18][CH:17]=[CH:16][CH:15]=3)[C:7](=[O:20])[NH:6][C:5]=2[S:4][CH:3]=1.Br[CH2:22][C:23]1[CH:28]=[CH:27][C:26]([C:29]2[CH:34]=[CH:33][CH:32]=[CH:31][C:30]=2[C:35]2[N:39]=[C:38](C(Cl)(Cl)Cl)[O:37][N:36]=2)=[CH:25][CH:24]=1.C(=O)([O-])[O-:45].[K+].[K+].CN(C)C=O, predict the reaction product.